Predict the reaction yield, written as a fraction of the theoretical maximum amount of product (1.0 means a 100% yield; for example, 0.34 means a 34% yield). From a dataset of Reaction yield outcomes from USPTO patents with 853,638 reactions. (1) The reactants are [NH:1]1[CH:5]=[CH:4][N:3]=[C:2]1[CH:6]=[O:7].Br[CH2:9][CH2:10][O:11][CH2:12][CH3:13].C(=O)([O-])[O-].[K+].[K+].[I-].[K+]. The catalyst is CN(C=O)C. The product is [CH2:10]([O:11][CH2:12][CH2:13][N:1]1[CH:5]=[CH:4][N:3]=[C:2]1[CH:6]=[O:7])[CH3:9]. The yield is 0.170. (2) The yield is 0.490. The catalyst is CO. The reactants are C([N:3](CC)CC)C.[F:8][C:9]1[CH:10]=[C:11]([S:16][C:17]2C=[C:19]3[C:25]([NH:26][C:27](=[O:59])[C:28]4[CH:33]=[CH:32][C:31]([N:34]5[CH2:38][CH2:37][C@H:36]([NH:39]C(=O)C(F)(F)F)[CH2:35]5)=[CH:30][C:29]=4[N:46]([CH:53]4[CH2:58][CH2:57][O:56][CH2:55][CH2:54]4)C(=O)C(F)(F)F)=[N:24][NH:23][C:20]3=[N:21][CH:22]=2)[CH:12]=[C:13]([F:15])[CH:14]=1.C(O)CCC.C(=O)([O-])[O-].[K+].[K+]. The product is [NH2:39][C@H:36]1[CH2:37][CH2:38][N:34]([C:31]2[CH:32]=[CH:33][C:28]([C:27]([NH:26][C:25]3[C:19]4[C:20](=[N:21][CH:22]=[C:17]([S:16][C:11]5[CH:10]=[C:9]([F:8])[CH:14]=[C:13]([F:15])[CH:12]=5)[N:3]=4)[NH:23][N:24]=3)=[O:59])=[C:29]([NH:46][CH:53]3[CH2:58][CH2:57][O:56][CH2:55][CH2:54]3)[CH:30]=2)[CH2:35]1. (3) The reactants are Br[C:2]1[CH:35]=[CH:34][C:5]([CH2:6][CH2:7][NH:8][C:9]([C:11]2[CH:33]=[CH:32][C:14]([O:15][C:16]3[CH:25]=[C:24]4[C:19]([CH:20]([C:26]([O:28][CH2:29][CH3:30])=[O:27])[CH2:21][CH2:22][O:23]4)=[CH:18][C:17]=3[Cl:31])=[CH:13][CH:12]=2)=[O:10])=[CH:4][CH:3]=1.P([O-])([O-])([O-])=O.[K+].[K+].[K+].C1(P([CH:57]2[CH2:62][CH2:61]CCC2)C2CCCCC2)CCCCC1.C1(B(O)O)CC1. The catalyst is C1(C)C=CC=CC=1.C([O-])(=O)C.[Pd+2].C([O-])(=O)C.O. The product is [Cl:31][C:17]1[CH:18]=[C:19]2[C:24](=[CH:25][C:16]=1[O:15][C:14]1[CH:32]=[CH:33][C:11]([C:9](=[O:10])[NH:8][CH2:7][CH2:6][C:5]3[CH:34]=[CH:35][C:2]([CH:61]4[CH2:62][CH2:57]4)=[CH:3][CH:4]=3)=[CH:12][CH:13]=1)[O:23][CH2:22][CH2:21][CH:20]2[C:26]([O:28][CH2:29][CH3:30])=[O:27]. The yield is 0.460. (4) The reactants are [NH2:1][C:2]1[C:7]([CH2:8][OH:9])=[CH:6][CH:5]=[CH:4][N:3]=1.[Br:10]Br. The catalyst is CC(O)=O. The product is [BrH:10].[NH2:1][C:2]1[C:7]([CH2:8][OH:9])=[CH:6][C:5]([Br:10])=[CH:4][N:3]=1. The yield is 0.810. (5) The reactants are C(N(CC)CC)C.[CH:8]([C:10]1[C:18]2[C:13](=[CH:14][CH:15]=[CH:16][CH:17]=2)[N:12](C(OC(C)(C)C)=O)[CH:11]=1)=[O:9].[CH3:26][O:27][C:28]1[N:33]=[C:32]([N:34]=[CH:35][C:36]2[CH:37]=[N:38][C:39]([O:42][CH3:43])=[CH:40][CH:41]=2)[CH:31]=[N:30][CH:29]=1. The catalyst is [Cl-].C([N+]1C(C)=C(CCO)SC=1)C1C=CC=CC=1.C(O)C. The product is [NH:12]1[C:13]2[C:18](=[CH:17][CH:16]=[CH:15][CH:14]=2)[C:10]([C:8](=[O:9])[CH:35]([NH:34][C:32]2[CH:31]=[N:30][CH:29]=[C:28]([O:27][CH3:26])[N:33]=2)[C:36]2[CH:37]=[N:38][C:39]([O:42][CH3:43])=[CH:40][CH:41]=2)=[CH:11]1. The yield is 0.300. (6) The catalyst is CC(C)=O. The reactants are [OH:1][C:2]1[CH:7]=[CH:6][C:5]([C:8](=[O:10])[CH3:9])=[CH:4][CH:3]=1.C(=O)([O-])[O-].[K+].[K+].[CH3:17][CH:18](I)[CH3:19]. The yield is 0.930. The product is [CH3:17][CH:18]([O:1][C:2]1[CH:7]=[CH:6][C:5]([C:8](=[O:10])[CH3:9])=[CH:4][CH:3]=1)[CH3:19].